Dataset: Forward reaction prediction with 1.9M reactions from USPTO patents (1976-2016). Task: Predict the product of the given reaction. Given the reactants [N:1]1[CH:6]=[CH:5][CH:4]=[CH:3][C:2]=1[N:7]1[CH:11]=[CH:10][C:9](=[O:12])[NH:8]1.C(N(CC)CC)C.[F:20][C:21]([F:34])([F:33])[S:22](O[S:22]([C:21]([F:34])([F:33])[F:20])(=[O:24])=[O:23])(=[O:24])=[O:23], predict the reaction product. The product is: [F:20][C:21]([F:34])([F:33])[S:22]([O:12][C:9]1[CH:10]=[CH:11][N:7]([C:2]2[CH:3]=[CH:4][CH:5]=[CH:6][N:1]=2)[N:8]=1)(=[O:24])=[O:23].